This data is from Forward reaction prediction with 1.9M reactions from USPTO patents (1976-2016). The task is: Predict the product of the given reaction. (1) Given the reactants C1(P(C2C=CC=CC=2)C2C=CC3C(=CC=CC=3)C=2C2C3C(=CC=CC=3)C=CC=2P(C2C=CC=CC=2)C2C=CC=CC=2)C=CC=CC=1.Br[C:48]1[CH:49]=[CH:50][C:51]2[C:57](=[O:58])[CH2:56][CH2:55][CH2:54][O:53][C:52]=2[CH:59]=1.C([O-])([O-])=O.[Cs+].[Cs+].[C:66](=[NH:79])([C:73]1[CH:78]=[CH:77][CH:76]=[CH:75][CH:74]=1)[C:67]1[CH:72]=[CH:71][CH:70]=[CH:69][CH:68]=1, predict the reaction product. The product is: [C:66](=[N:79][C:48]1[CH:49]=[CH:50][C:51]2[C:57](=[O:58])[CH2:56][CH2:55][CH2:54][O:53][C:52]=2[CH:59]=1)([C:73]1[CH:74]=[CH:75][CH:76]=[CH:77][CH:78]=1)[C:67]1[CH:72]=[CH:71][CH:70]=[CH:69][CH:68]=1. (2) Given the reactants Cl.[NH2:2][C:3]1[CH:33]=[CH:32][C:6]2[NH:7][C:8]([C:13]3[C:14](=[O:31])[C@:15]([CH2:25][CH2:26][C:27]([CH3:30])([CH3:29])[CH3:28])([CH3:24])[C:16]4[C:21]([C:22]=3[OH:23])=[CH:20][CH:19]=[CH:18][CH:17]=4)=[N:9][S:10](=[O:12])(=[O:11])[C:5]=2[CH:4]=1.[S:34](Cl)([CH3:37])(=[O:36])=[O:35].N1C=CC=CC=1, predict the reaction product. The product is: [CH3:30][C:27]([CH3:28])([CH3:29])[CH2:26][CH2:25][C@@:15]1([CH3:24])[C:16]2[C:21](=[CH:20][CH:19]=[CH:18][CH:17]=2)[C:22]([OH:23])=[C:13]([C:8]2[NH:7][C:6]3[CH:32]=[CH:33][C:3]([NH:2][S:34]([CH3:37])(=[O:36])=[O:35])=[CH:4][C:5]=3[S:10](=[O:12])(=[O:11])[N:9]=2)[C:14]1=[O:31]. (3) The product is: [NH2:28][C:27]1[CH:29]=[CH:30][N:23]([CH2:31][C:32]2[CH:37]=[CH:36][CH:35]=[CH:34][CH:33]=2)[C:24](=[O:25])[N:26]=1. Given the reactants CCCC[N+](CCCC)(CCCC)CCCC.[OH-].CC(O)C.[NH:23]1[CH:30]=[CH:29][C:27]([NH2:28])=[N:26][C:24]1=[O:25].[CH2:31](Br)[C:32]1[CH:37]=[CH:36][CH:35]=[CH:34][CH:33]=1, predict the reaction product.